From a dataset of Full USPTO retrosynthesis dataset with 1.9M reactions from patents (1976-2016). Predict the reactants needed to synthesize the given product. (1) Given the product [CH:15]1([N:19]2[CH2:20][CH2:21][CH:22]([O:25][C:42]3[CH:41]=[CH:40][C:39]([CH2:45][C:9]([O:11][CH2:12][CH3:14])=[O:10])=[CH:44][CH:43]=3)[CH2:23][CH2:24]2)[CH2:18][CH2:17][CH2:16]1, predict the reactants needed to synthesize it. The reactants are: [CH3:14][CH:12]([O:11][C:9](/N=N/[C:9]([O:11][CH:12]([CH3:14])C)=[O:10])=[O:10])C.[CH:15]1([N:19]2[CH2:24][CH2:23][CH:22]([OH:25])[CH2:21][CH2:20]2)[CH2:18][CH2:17][CH2:16]1.[CH:39]1[CH:44]=[CH:43][C:42](P([C:39]2[CH:44]=[CH:43][CH:42]=[CH:41][CH:40]=2)[C:39]2[CH:44]=[CH:43][CH:42]=[CH:41][CH:40]=2)=[CH:41][CH:40]=1.[CH2:45]1COCC1. (2) Given the product [CH3:1][O:2][C:3]1[CH:16]=[CH:15][C:6]2[C:7]([C:10](=[O:17])[C:11]([O:13][CH3:14])=[O:12])=[CH:8][O:9][C:5]=2[CH:4]=1, predict the reactants needed to synthesize it. The reactants are: [CH3:1][O:2][C:3]1[CH:16]=[CH:15][C:6]2[C:7]([CH2:10][C:11]([O:13][CH3:14])=[O:12])=[CH:8][O:9][C:5]=2[CH:4]=1.[O:17]1CCOCC1. (3) Given the product [NH2:2][CH:3]([C:5]1[S:9][C:8]([C:10]([OH:12])=[O:11])=[CH:7][CH:6]=1)[CH3:4], predict the reactants needed to synthesize it. The reactants are: O[N:2]=[C:3]([C:5]1[S:9][C:8]([C:10]([OH:12])=[O:11])=[CH:7][CH:6]=1)[CH3:4]. (4) Given the product [CH2:26]([S:23]([C:20]1[N:21]=[CH:22][C:17]([O:10][C:8]2[CH:9]=[C:4]([CH:5]=[C:6]([O:39][CH:37]([CH3:38])[CH2:36][OH:28])[CH:7]=2)[C:3]([NH:40][C:41]2[CH:46]=[CH:45][CH:44]=[CH:43][N:42]=2)=[O:15])=[CH:18][CH:19]=1)(=[O:25])=[O:24])[CH3:27], predict the reactants needed to synthesize it. The reactants are: CO[C:3](=[O:15])[C:4]1[CH:9]=[C:8]([OH:10])[CH:7]=[C:6](OCOC)[CH:5]=1.Br[C:17]1[CH:18]=[CH:19][C:20]([S:23]([CH2:26][CH3:27])(=[O:25])=[O:24])=[N:21][CH:22]=1.[O:28]([CH2:36][C@H:37]([OH:39])[CH3:38])[Si](C(C)(C)C)(C)C.[NH2:40][C:41]1[CH:46]=[CH:45][CH:44]=[CH:43][N:42]=1. (5) Given the product [C:5]([O-:8])(=[O:7])[CH3:6].[Co+2:9].[C:10]([O-:13])(=[O:12])[CH3:11], predict the reactants needed to synthesize it. The reactants are: O.O.O.O.[C:5]([O-:8])(=[O:7])[CH3:6].[Co+2:9].[C:10]([O-:13])(=[O:12])[CH3:11]. (6) Given the product [N:11]1([C:2]2[CH:10]=[C:9]3[C:5]([CH:6]=[CH:7][NH:8]3)=[CH:4][CH:3]=2)[CH2:15][CH2:14][CH2:13][CH2:12]1, predict the reactants needed to synthesize it. The reactants are: Br[C:2]1[CH:10]=[C:9]2[C:5]([CH:6]=[CH:7][NH:8]2)=[CH:4][CH:3]=1.[NH:11]1[CH2:15][CH2:14][CH2:13][CH2:12]1.C(=O)([O-])[O-].[Cs+].[Cs+].N1CCC[C@H]1C(O)=O. (7) Given the product [OH:22][C:12]1([C:15]([F:20])([F:21])[C:16]([F:18])([F:19])[F:17])[CH2:11][C:10]([CH3:23])([CH3:24])[C:4]2[C:5](=[CH:6][C:7]([CH3:9])=[CH:8][C:3]=2[O:2][CH3:1])[CH:13]1[NH:25][C:26]1[CH:35]=[CH:34][CH:33]=[C:32]2[C:27]=1[CH:28]=[N:29][NH:30][C:31]2=[O:36], predict the reactants needed to synthesize it. The reactants are: [CH3:1][O:2][C:3]1[CH:8]=[C:7]([CH3:9])[CH:6]=[CH:5][C:4]=1[C:10]([CH3:24])([CH3:23])[CH2:11][C:12]([OH:22])([C:15]([F:21])([F:20])[C:16]([F:19])([F:18])[F:17])[CH:13]=O.[NH2:25][C:26]1[CH:35]=[CH:34][CH:33]=[C:32]2[C:27]=1[CH:28]=[N:29][NH:30][C:31]2=[O:36]. (8) Given the product [CH2:1]([N:3]1[C:14](=[O:15])[C:12]2[N:13]3[C:8](=[CH:9][C:10](=[O:18])[C:11]=2[O:16][CH3:17])[CH:7]([OH:37])[CH2:6][CH:5]3[CH2:4]1)[CH3:2], predict the reactants needed to synthesize it. The reactants are: [CH2:1]([N:3]1[C:14](=[O:15])[C:12]2[N:13]3[C:8](=[CH:9][C:10](=[O:18])[C:11]=2[O:16][CH3:17])[CH2:7][CH2:6][CH:5]3[CH2:4]1)[CH3:2].[Li+].C[Si]([N-][Si](C)(C)C)(C)C.C1(C2[O:37]N2S(C2C=CC=CC=2)(=O)=O)C=CC=CC=1.